Predict which catalyst facilitates the given reaction. From a dataset of Catalyst prediction with 721,799 reactions and 888 catalyst types from USPTO. (1) Reactant: C(NC(C)C)(C)C.[Li]CCCC.[CH3:13][O:14][C:15]([C:17]1[S:18][CH:19]=[CH:20][C:21]=1[N:22]([CH:32]1[CH2:41][CH2:40][C:35]2([O:39][CH2:38][CH2:37][O:36]2)[CH2:34][CH2:33]1)[C:23]([C@H:25]1[CH2:30][CH2:29][C@H:28]([CH3:31])[CH2:27][CH2:26]1)=[O:24])=[O:16].[CH3:42][C:43]1([CH3:50])[CH2:48][CH2:47][C:46](=[O:49])[CH2:45][CH2:44]1. Product: [CH3:13][O:14][C:15]([C:17]1[S:18][C:19]([C:46]2([OH:49])[CH2:47][CH2:48][C:43]([CH3:50])([CH3:42])[CH2:44][CH2:45]2)=[CH:20][C:21]=1[N:22]([CH:32]1[CH2:41][CH2:40][C:35]2([O:39][CH2:38][CH2:37][O:36]2)[CH2:34][CH2:33]1)[C:23]([C@H:25]1[CH2:26][CH2:27][C@H:28]([CH3:31])[CH2:29][CH2:30]1)=[O:24])=[O:16]. The catalyst class is: 1. (2) Reactant: [CH3:1][C:2]([C:4]1[CH:9]=[C:8]([O:10][CH3:11])[C:7]([O:12][CH3:13])=[C:6]([O:14][CH3:15])[CH:5]=1)=[O:3].[CH2:16]=O.Cl.[CH3:19][NH:20][CH3:21].Cl. Product: [CH3:19][N:20]([CH2:16][CH2:1][C:2]([C:4]1[CH:5]=[C:6]([O:14][CH3:15])[C:7]([O:12][CH3:13])=[C:8]([O:10][CH3:11])[CH:9]=1)=[O:3])[CH3:21]. The catalyst class is: 40. (3) Reactant: [S:1]1[CH:9]2[C:4]([CH2:5][NH:6][CH2:7][CH2:8]2)=[CH:3][C:2]1=[O:10].CC1C=CC(S(O)(=O)=O)=CC=1.C(=O)([O-])[O-].[K+].[K+].[Br:28][CH:29]([C:35]1[CH:40]=[CH:39][CH:38]=[CH:37][C:36]=1[F:41])[C:30]([CH:32]1[CH2:34][CH2:33]1)=[O:31]. Product: [BrH:28].[CH:32]1([C:30]([CH:29]([N:6]2[CH2:7][CH2:8][CH:9]3[S:1][C:2](=[O:10])[CH:3]=[C:4]3[CH2:5]2)[C:35]2[CH:40]=[CH:39][CH:38]=[CH:37][C:36]=2[F:41])=[O:31])[CH2:34][CH2:33]1. The catalyst class is: 10. (4) The catalyst class is: 102. Reactant: C([N:4]([S:34]([CH2:37][C:38]1[CH:43]=[CH:42][CH:41]=[CH:40][CH:39]=1)(=[O:36])=[O:35])[C:5]([CH:7]1[CH2:12][CH2:11][N:10]([C:13]2[C:23]([C:24]#[N:25])=[CH:22][C:16]([C:17]([O:19][CH2:20][CH3:21])=[O:18])=[C:15]([O:26]S(C(F)(F)F)(=O)=O)[N:14]=2)[CH2:9][CH2:8]1)=[O:6])C=C.CC1(C)C2C(=C(P(C3C=CC=CC=3)C3C=CC=CC=3)C=CC=2)[O:65][C:47]2C(P(C3C=CC=CC=3)C3C=CC=CC=3)=CC=C[C:46]1=2.C(O)CO.CCN(C(C)C)C(C)C.C([O-])(O)=O.[Na+]. Product: [CH2:37]([S:34]([NH:4][C:5]([CH:7]1[CH2:8][CH2:9][N:10]([C:13]2[C:23]([C:24]#[N:25])=[CH:22][C:16]([C:17]([O:19][CH2:20][CH3:21])=[O:18])=[C:15]([O:26][CH2:46][CH2:47][OH:65])[N:14]=2)[CH2:11][CH2:12]1)=[O:6])(=[O:35])=[O:36])[C:38]1[CH:43]=[CH:42][CH:41]=[CH:40][CH:39]=1. (5) Reactant: [OH:1][C:2]1[C:12](=[O:13])[N:6]2[CH2:7][CH2:8][CH2:9][CH2:10][CH2:11][C:5]2=[N:4][C:3]=1[C:14]([O:16][CH3:17])=[O:15].[C:18](O[C:18](=[O:25])[C:19]1[CH:24]=[CH:23][CH:22]=[CH:21][CH:20]=1)(=[O:25])[C:19]1[CH:24]=[CH:23][CH:22]=[CH:21][CH:20]=1.CN(C1C=CC=CN=1)C. Product: [C:18]([O:1][C:2]1[C:12](=[O:13])[N:6]2[CH2:7][CH2:8][CH2:9][CH2:10][CH2:11][C:5]2=[N:4][C:3]=1[C:14]([O:16][CH3:17])=[O:15])(=[O:25])[C:19]1[CH:24]=[CH:23][CH:22]=[CH:21][CH:20]=1. The catalyst class is: 17. (6) Reactant: [H-].[Na+].[C:3]([C:5]1([CH2:18][OH:19])[CH2:10][CH2:9][N:8]([C:11]([O:13][C:14]([CH3:17])([CH3:16])[CH3:15])=[O:12])[CH2:7][CH2:6]1)#[N:4].[S:20](Cl)([C:23]1[CH:29]=[CH:28][C:26]([CH3:27])=[CH:25][CH:24]=1)(=[O:22])=[O:21]. Product: [C:3]([C:5]1([CH2:18][O:19][S:20]([C:23]2[CH:29]=[CH:28][C:26]([CH3:27])=[CH:25][CH:24]=2)(=[O:22])=[O:21])[CH2:10][CH2:9][N:8]([C:11]([O:13][C:14]([CH3:15])([CH3:16])[CH3:17])=[O:12])[CH2:7][CH2:6]1)#[N:4]. The catalyst class is: 1. (7) Reactant: Br[CH2:2][C:3]1[CH:8]=[CH:7][CH:6]=[C:5]([F:9])[C:4]=1[CH2:10]Br.[CH2:12]([NH2:19])[C:13]1[CH:18]=[CH:17][CH:16]=[CH:15][CH:14]=1.C([O-])([O-])=O.[K+].[K+].CCOC(C)=O. Product: [CH2:12]([N:19]1[CH2:10][C:4]2[C:3](=[CH:8][CH:7]=[CH:6][C:5]=2[F:9])[CH2:2]1)[C:13]1[CH:18]=[CH:17][CH:16]=[CH:15][CH:14]=1. The catalyst class is: 11. (8) Reactant: [CH2:1]([C@H:3]1[C@@H:7]([C:8]2[N:12]3[C:13]4[CH:19]=[CH:18][N:17](S(C5C=CC(C)=CC=5)(=O)=O)[C:14]=4[N:15]=[CH:16][C:11]3=[N:10][CH:9]=2)[CH2:6][N:5]([C:30](=[O:37])[CH2:31][CH2:32][C:33]([F:36])([F:35])[F:34])[CH2:4]1)[CH3:2].[OH-].[Na+].C(Cl)Cl.C([O-])(O)=O.[Na+]. Product: [CH2:1]([C@H:3]1[C@@H:7]([C:8]2[N:12]3[C:13]4[CH:19]=[CH:18][NH:17][C:14]=4[N:15]=[CH:16][C:11]3=[N:10][CH:9]=2)[CH2:6][N:5]([C:30](=[O:37])[CH2:31][CH2:32][C:33]([F:35])([F:36])[F:34])[CH2:4]1)[CH3:2]. The catalyst class is: 12. (9) Product: [NH2:1][C:2]1[CH:7]=[CH:6][C:5]([S:8][C:20]2[C:25]([C:26]3[CH:31]=[CH:30][N:29]=[C:28]([NH:32][CH3:33])[N:27]=3)=[CH:24][CH:23]=[CH:22][N:21]=2)=[CH:4][CH:3]=1. Reactant: [NH2:1][C:2]1[CH:7]=[CH:6][C:5]([SH:8])=[CH:4][CH:3]=1.C([O-])([O-])=O.[Cs+].[Cs+].CS(C)=O.Cl[C:20]1[C:25]([C:26]2[CH:31]=[CH:30][N:29]=[C:28]([NH:32][CH3:33])[N:27]=2)=[CH:24][CH:23]=[CH:22][N:21]=1. The catalyst class is: 6. (10) Reactant: [O:1]=[S:2]1[N:6]([C:7]2[CH:18]=[CH:17][C:10]([C:11]([NH:13][CH2:14][CH2:15][CH3:16])=[O:12])=[CH:9][CH:8]=2)[CH:5]([C:19]2[CH:24]=[CH:23][CH:22]=[CH:21][CH:20]=2)[CH2:4][O:3]1.[OH2:25]. Product: [O:1]=[S:2]1(=[O:25])[N:6]([C:7]2[CH:18]=[CH:17][C:10]([C:11]([NH:13][CH2:14][CH2:15][CH3:16])=[O:12])=[CH:9][CH:8]=2)[CH:5]([C:19]2[CH:20]=[CH:21][CH:22]=[CH:23][CH:24]=2)[CH2:4][O:3]1. The catalyst class is: 545.